From a dataset of Peptide-MHC class I binding affinity with 185,985 pairs from IEDB/IMGT. Regression. Given a peptide amino acid sequence and an MHC pseudo amino acid sequence, predict their binding affinity value. This is MHC class I binding data. (1) The peptide sequence is CHATLTHRL. The MHC is HLA-A02:03 with pseudo-sequence HLA-A02:03. The binding affinity (normalized) is 0.0847. (2) The peptide sequence is RLYEWQHVS. The MHC is HLA-A01:01 with pseudo-sequence HLA-A01:01. The binding affinity (normalized) is 0.0847. (3) The peptide sequence is GTSNRTPTV. The MHC is HLA-A11:01 with pseudo-sequence HLA-A11:01. The binding affinity (normalized) is 0. (4) The peptide sequence is ELRGLLKDV. The MHC is HLA-A02:06 with pseudo-sequence HLA-A02:06. The binding affinity (normalized) is 0.353. (5) The peptide sequence is ATIWQLLAF. The MHC is HLA-B14:02 with pseudo-sequence HLA-B14:02. The binding affinity (normalized) is 0.213. (6) The MHC is HLA-A33:01 with pseudo-sequence HLA-A33:01. The binding affinity (normalized) is 0.591. The peptide sequence is NIVMLHTTER.